This data is from Forward reaction prediction with 1.9M reactions from USPTO patents (1976-2016). The task is: Predict the product of the given reaction. (1) Given the reactants [N+:1]([O-:4])(O)=[O:2].[ClH:5].[CH3:6][O:7][C:8]1[CH:9]=[C:10]([CH:14]=[CH:15][C:16]=1[O:17][CH2:18][CH2:19][CH2:20][N:21]1[CH2:25][CH2:24][CH2:23][CH2:22]1)[C:11]([OH:13])=[O:12], predict the reaction product. The product is: [ClH:5].[CH3:6][O:7][C:8]1[C:16]([O:17][CH2:18][CH2:19][CH2:20][N:21]2[CH2:22][CH2:23][CH2:24][CH2:25]2)=[CH:15][C:14]([N+:1]([O-:4])=[O:2])=[C:10]([CH:9]=1)[C:11]([OH:13])=[O:12]. (2) Given the reactants [C:1]1([CH2:7][O:8][C:9]2[C:17]3[C:12](=[CH:13][CH:14]=[CH:15][CH:16]=3)[NH:11][C:10]=2C(OC)=O)[CH:6]=[CH:5][CH:4]=[CH:3][CH:2]=1.[CH3:22][N:23]([CH:25]=[O:26])C.[H-].[Na+].[C:29]([C:33]1[CH:40]=[CH:39][C:36]([CH2:37]Br)=[CH:35][CH:34]=1)([CH3:32])([CH3:31])[CH3:30], predict the reaction product. The product is: [C:29]([C:33]1[CH:40]=[CH:39][C:36]([CH2:37][N:11]2[C:12]3[C:17](=[CH:16][CH:15]=[CH:14][CH:13]=3)[C:9]([O:8][CH2:7][C:1]3[CH:2]=[CH:3][CH:4]=[CH:5][CH:6]=3)=[C:10]2[N:23]([C:22]2[CH:12]=[N:11][CH:10]=[CH:9][CH:17]=2)[CH:25]=[O:26])=[CH:35][CH:34]=1)([CH3:32])([CH3:31])[CH3:30]. (3) Given the reactants [OH:1][CH2:2][CH2:3][C:4]1[CH:5]=[C:6]([CH:17]=[CH:18][CH:19]=1)[CH2:7][CH:8]([C:13]([O:15][CH3:16])=[O:14])[C:9]([O:11][CH3:12])=[O:10].[Cl:20][C:21]1[CH:26]=[C:25]([Cl:27])[CH:24]=[CH:23][C:22]=1[N:28]=[C:29]=[O:30], predict the reaction product. The product is: [Cl:20][C:21]1[CH:26]=[C:25]([Cl:27])[CH:24]=[CH:23][C:22]=1[NH:28][C:29]([O:1][CH2:2][CH2:3][C:4]1[CH:5]=[C:6]([CH:17]=[CH:18][CH:19]=1)[CH2:7][CH:8]([C:9]([O:11][CH3:12])=[O:10])[C:13]([O:15][CH3:16])=[O:14])=[O:30]. (4) Given the reactants [C:1]([O-])(=O)[CH3:2].[N+:5]([O-])([O:7][CH2:8][CH2:9][CH:10]([CH3:12])C)=O.[CH3:14][O-].[Na+].Cl.[H-].[Na+].[C:20](=[O:23])(O)[O-:21].[Na+].[CH2:25](O)[CH3:26], predict the reaction product. The product is: [O:7]1[C:8]2[CH:9]=[CH:10][CH:12]=[CH:26][C:25]=2[C:14]([C:20]([O:21][CH2:1][CH3:2])=[O:23])=[N:5]1. (5) The product is: [ClH:8].[NH2:1][C:2]1[C:7]([Cl:8])=[CH:6][C:5]([C:9](=[O:12])[CH2:10][C:35]2([N:26]3[N:25]=[C:24]([C:18]4[CH:19]=[CH:20][C:21]([O:22][CH3:23])=[C:16]([O:15][CH3:14])[CH:17]=4)[C@@H:33]4[C@@H:28]([CH2:29][CH:30]=[CH:31][CH2:32]4)[C:27]3=[O:34])[CH2:36][CH2:37][NH:38][CH2:39][CH2:40]2)=[CH:4][C:3]=1[Cl:13]. Given the reactants [NH2:1][C:2]1[C:7]([Cl:8])=[CH:6][C:5]([C:9](=[O:12])[CH2:10]Br)=[CH:4][C:3]=1[Cl:13].[CH3:14][O:15][C:16]1[CH:17]=[C:18]([C:24]2[C@@H:33]3[C@@H:28]([CH2:29][CH:30]=[CH:31][CH2:32]3)[C:27](=[O:34])[N:26]([CH:35]3[CH2:40][CH2:39][N:38](C4C=CC([N+]([O-])=O)=CC=4)[CH2:37][CH2:36]3)[N:25]=2)[CH:19]=[CH:20][C:21]=1[O:22][CH3:23], predict the reaction product. (6) Given the reactants Cl[C:2]1[CH:3]=[N:4][CH:5]=[C:6]([Cl:17])[C:7]=1[N:8]1[CH2:13][CH2:12][CH:11]([C:14]([NH2:16])=[O:15])[CH2:10][CH2:9]1.[N:18]1[CH:23]=[CH:22][CH:21]=[C:20](B(O)O)[CH:19]=1.C(=O)([O-])[O-].[Na+].[Na+], predict the reaction product. The product is: [Cl:17][C:6]1[C:7]([N:8]2[CH2:13][CH2:12][CH:11]([C:14]([NH2:16])=[O:15])[CH2:10][CH2:9]2)=[C:2]([C:20]2[CH:19]=[N:18][CH:23]=[CH:22][CH:21]=2)[CH:3]=[N:4][CH:5]=1. (7) The product is: [C:2]([C:4]1[CH:9]=[CH:8][C:7]([S:16][C:17]2[CH:18]=[C:19]([C:23]3([C:29]([NH2:31])=[O:30])[CH2:28][CH2:27][O:26][CH2:25][CH2:24]3)[CH:20]=[CH:21][CH:22]=2)=[CH:6][C:5]=1[F:11])(=[O:3])[CH3:1]. Given the reactants [CH3:1][C:2]([C:4]1[CH:9]=[CH:8][C:7](F)=[CH:6][C:5]=1[F:11])=[O:3].C([Si](C(C)C)(C(C)C)[S:16][C:17]1[CH:18]=[C:19]([C:23]2([C:29]([NH2:31])=[O:30])[CH2:28][CH2:27][O:26][CH2:25][CH2:24]2)[CH:20]=[CH:21][CH:22]=1)(C)C.[F-].C([N+](CCCC)(CCCC)CCCC)CCC.CC(C)([O-])C.[K+].Cl, predict the reaction product. (8) Given the reactants C[N:2](C)C=O.C1(P(N=[N+]=[N-])([C:14]2[CH:19]=[CH:18]C=CC=2)=O)C=CC=CC=1.C[N:24]1[CH2:29][CH2:28]N[CH2:26][CH2:25]1.[F:30][C:31]1[CH:36]=[CH:35][C:34]([NH:37][C:38](=[O:59])[NH:39][C:40]2[CH:58]=[CH:57][C:43]([O:44][C:45]3[C:46]4[CH:53]=[C:52]([C:54]([OH:56])=O)[NH:51][C:47]=4[N:48]=[CH:49][N:50]=3)=[CH:42][CH:41]=2)=[CH:33][CH:32]=1, predict the reaction product. The product is: [CH2:25]([N:24]([CH2:29][CH3:28])[CH2:14][CH2:19][CH2:18][NH:2][C:54]([C:52]1[NH:51][C:47]2[N:48]=[CH:49][N:50]=[C:45]([O:44][C:43]3[CH:42]=[CH:41][C:40]([NH:39][C:38]([NH:37][C:34]4[CH:33]=[CH:32][C:31]([F:30])=[CH:36][CH:35]=4)=[O:59])=[CH:58][CH:57]=3)[C:46]=2[CH:53]=1)=[O:56])[CH3:26]. (9) Given the reactants [NH2:1][C:2]1[N:10]=[CH:9][C:8]([Br:11])=[CH:7][C:3]=1[C:4]([OH:6])=O.[NH2:12][C:13]1[CH:18]=[CH:17][N:16]=[CH:15][CH:14]=1.CN(C(ON1N=NC2C=CC=NC1=2)=[N+](C)C)C.F[P-](F)(F)(F)(F)F.CN1CCOCC1, predict the reaction product. The product is: [NH2:1][C:2]1[N:10]=[CH:9][C:8]([Br:11])=[CH:7][C:3]=1[C:4]([NH:12][C:13]1[CH:18]=[CH:17][N:16]=[CH:15][CH:14]=1)=[O:6].